From a dataset of Catalyst prediction with 721,799 reactions and 888 catalyst types from USPTO. Predict which catalyst facilitates the given reaction. (1) Reactant: [CH2:1]([NH:3][CH2:4][CH3:5])[CH3:2].C([O:13][CH2:14][CH2:15][N:16]1[C:28]2[CH2:27][CH2:26][CH2:25][CH:24]([C:29]([OH:31])=[O:30])[C:23]=2[C:22]2[C:17]1=[CH:18][CH:19]=[CH:20][C:21]=2[O:32][CH3:33])C1C=CC=CC=1.[H][H]. Product: [CH2:1]([NH:3][CH2:4][CH3:5])[CH3:2].[OH:13][CH2:14][CH2:15][N:16]1[C:28]2[CH2:27][CH2:26][CH2:25][CH:24]([C:29]([OH:31])=[O:30])[C:23]=2[C:22]2[C:17]1=[CH:18][CH:19]=[CH:20][C:21]=2[O:32][CH3:33]. The catalyst class is: 19. (2) Reactant: [Cl:1][C:2]1[CH:7]=[CH:6][CH:5]=[C:4]([O:8][CH3:9])[C:3]=1[CH:10]1[C:16](=[O:17])[CH:15]2[CH2:18][CH:12]([CH2:13][CH2:14]2)[C:11]1=[O:19].[C:20](=O)([O-])[O-].[K+].[K+].IC. Product: [Cl:1][C:2]1[CH:7]=[CH:6][CH:5]=[C:4]([O:8][CH3:9])[C:3]=1[C:10]1[C:16](=[O:17])[CH:15]2[CH2:18][CH:12]([CH2:13][CH2:14]2)[C:11]=1[O:19][CH3:20]. The catalyst class is: 21. (3) Reactant: C[O:2][C:3]([C:5]1[CH:25]=[CH:24][C:8]2[NH:9][C:10]([CH2:12][O:13][C:14]3[CH:19]=[CH:18][C:17]([C:20]([CH3:23])([CH3:22])[CH3:21])=[CH:16][CH:15]=3)=[N:11][C:7]=2[CH:6]=1)=[O:4].Cl.C(=O)(O)[O-].[Na+]. Product: [C:20]([C:17]1[CH:18]=[CH:19][C:14]([O:13][CH2:12][C:10]2[NH:9][C:8]3[CH:24]=[CH:25][C:5]([C:3]([OH:4])=[O:2])=[CH:6][C:7]=3[N:11]=2)=[CH:15][CH:16]=1)([CH3:23])([CH3:21])[CH3:22]. The catalyst class is: 15. (4) Reactant: [CH2:1](Br)[CH:2]=[CH2:3].O[C:6]1[CH:7]=[C:8]2[C:13](=[CH:14][CH:15]=1)[C:12](=[O:16])[CH2:11][CH2:10][CH2:9]2.[C:17](=[O:20])([O-])[O-].[K+].[K+].[CH3:23]N(C)C=O. Product: [CH2:1]([O:16][C:12]1[CH:13]=[C:8]2[C:9](=[CH:10][CH:11]=1)[C:17](=[O:20])[C:15]([CH3:14])([CH3:23])[CH2:6][CH2:7]2)[CH:2]=[CH2:3]. The catalyst class is: 84. (5) Reactant: [CH2:1]([C:5]1([CH2:27][CH2:28][CH2:29][CH3:30])[C:11](=[O:12])[N:10]([C:13]2[CH:18]=[CH:17][C:16]([Cl:19])=[CH:15][CH:14]=2)[C:9]2[CH:20]=[C:21]([Br:26])[C:22]([O:24][CH3:25])=[CH:23][C:8]=2[S:7][CH2:6]1)[CH2:2][CH2:3][CH3:4].C(=O)([O-])[O-:32].[K+].[K+].ClC1C=CC=CC=1C(OO)=O.C([O-])(O)=O.[Na+].[OH2:53]. Product: [O:53]=[S:7]1(=[O:32])[C:8]2[CH:23]=[C:22]([O:24][CH3:25])[C:21]([Br:26])=[CH:20][C:9]=2[N:10]([C:13]2[CH:14]=[CH:15][C:16]([Cl:19])=[CH:17][CH:18]=2)[C:11](=[O:12])[C:5]([CH2:27][CH2:28][CH2:29][CH3:30])([CH2:1][CH2:2][CH2:3][CH3:4])[CH2:6]1. The catalyst class is: 2. (6) Reactant: [CH2:1]([OH:8])[C:2]1[CH:7]=[CH:6][CH:5]=[CH:4][CH:3]=1.[H-].[Na+].F[C:12]1[CH:19]=[C:18]([F:20])[CH:17]=[CH:16][C:13]=1[C:14]#[N:15]. Product: [CH2:1]([O:8][C:12]1[CH:19]=[C:18]([F:20])[CH:17]=[CH:16][C:13]=1[C:14]#[N:15])[C:2]1[CH:7]=[CH:6][CH:5]=[CH:4][CH:3]=1. The catalyst class is: 1. (7) Reactant: CN(C)CCCN=C=NCC.[O:12]1[CH:16]=[CH:15][CH:14]=[C:13]1[C:17]([OH:19])=O.[NH2:20][C@@H:21]([CH2:43][CH:44]1[CH2:49][CH2:48][CH2:47][CH2:46][CH2:45]1)[C:22]([NH:24][C@H:25]1[CH2:31][CH2:30][C@@H:29]([CH3:32])[N:28]([S:33]([C:36]2[CH:41]=[CH:40][CH:39]=[CH:38][N:37]=2)(=[O:35])=[O:34])[CH2:27][C@@H:26]1[OH:42])=[O:23].C(N(C(C)C)CC)(C)C.OC1C2N=NNC=2C=CC=1. Product: [CH:44]1([CH2:43][C@H:21]([NH:20][C:17]([C:13]2[O:12][CH:16]=[CH:15][CH:14]=2)=[O:19])[C:22](=[O:23])[NH:24][C@H:25]2[CH2:31][CH2:30][C@@H:29]([CH3:32])[N:28]([S:33]([C:36]3[CH:41]=[CH:40][CH:39]=[CH:38][N:37]=3)(=[O:34])=[O:35])[CH2:27][C@@H:26]2[OH:42])[CH2:49][CH2:48][CH2:47][CH2:46][CH2:45]1. The catalyst class is: 31. (8) Reactant: [Cl:1][C:2]1[CH:3]=[C:4]([C:12]2[O:16][N:15]=[C:14]([C:17]3[CH:18]=[CH:19][CH:20]=[C:21]4[C:25]=3[NH:24][CH:23]=[C:22]4[CH:26]=O)[N:13]=2)[CH:5]=[CH:6][C:7]=1[O:8][CH:9]([CH3:11])[CH3:10].[NH2:28][C@H:29]([C:31]([O:33]C)=[O:32])[CH3:30].[BH-](OC(C)=O)(OC(C)=O)O[C:37](C)=O.[Na+].C=O. Product: [Cl:1][C:2]1[CH:3]=[C:4]([C:12]2[O:16][N:15]=[C:14]([C:17]3[CH:18]=[CH:19][CH:20]=[C:21]4[C:25]=3[NH:24][CH:23]=[C:22]4[CH2:26][N:28]([CH3:37])[C@H:29]([C:31]([OH:33])=[O:32])[CH3:30])[N:13]=2)[CH:5]=[CH:6][C:7]=1[O:8][CH:9]([CH3:11])[CH3:10]. The catalyst class is: 322.